This data is from Forward reaction prediction with 1.9M reactions from USPTO patents (1976-2016). The task is: Predict the product of the given reaction. (1) Given the reactants Br[C:2]1[CH:7]=[C:6]([O:8][CH3:9])[CH:5]=[C:4]([Cl:10])[C:3]=1[Cl:11].[Li]CCCC.[B:17](OC)([O:20]C)[O:18]C.Cl, predict the reaction product. The product is: [Cl:11][C:3]1[C:4]([Cl:10])=[CH:5][C:6]([O:8][CH3:9])=[CH:7][C:2]=1[B:17]([OH:20])[OH:18]. (2) Given the reactants C(OC([NH:8][C@H:9]([C:11]1[N:12]([C:24]2[CH:29]=[CH:28][CH:27]=[CH:26][CH:25]=2)[C:13]2[C:19]([C:20]([OH:22])=O)=[C:18]([F:23])[CH:17]=[CH:16][C:14]=2[N:15]=1)[CH3:10])=O)(C)(C)C.[NH:30]1[CH2:35][CH2:34][O:33][CH2:32][CH2:31]1.CN(C(ON1N=NC2C=CC=NC1=2)=[N+](C)C)C.F[P-](F)(F)(F)(F)F.C(Cl)[Cl:61], predict the reaction product. The product is: [ClH:61].[ClH:61].[NH2:8][C@H:9]([C:11]1[N:12]([C:24]2[CH:29]=[CH:28][CH:27]=[CH:26][CH:25]=2)[C:13]2[C:19]([C:20]([N:30]3[CH2:35][CH2:34][O:33][CH2:32][CH2:31]3)=[O:22])=[C:18]([F:23])[CH:17]=[CH:16][C:14]=2[N:15]=1)[CH3:10]. (3) Given the reactants [C:1]([O:5][C:6]([N:8]([CH3:55])[C@@H:9]([CH3:54])[C:10]([NH:12][C@@H:13]([C:50]([CH3:53])([CH3:52])[CH3:51])[C:14]([N:16]1[C@H:25]([C:26]([N:28]([CH2:39][C:40]2[CH:49]=[CH:48][C:43]([C:44]([O:46]C)=[O:45])=[CH:42][CH:41]=2)[C@@H:29]([C:31]2[CH:36]=[CH:35][CH:34]=[C:33]([F:37])[C:32]=2[F:38])[CH3:30])=[O:27])[CH2:24][C:23]2[C:18](=[CH:19][CH:20]=[CH:21][CH:22]=2)[CH2:17]1)=[O:15])=[O:11])=[O:7])([CH3:4])([CH3:3])[CH3:2].[Li+].[OH-].Cl, predict the reaction product. The product is: [C:1]([O:5][C:6]([N:8]([CH3:55])[C@@H:9]([CH3:54])[C:10]([NH:12][C@@H:13]([C:50]([CH3:53])([CH3:52])[CH3:51])[C:14]([N:16]1[C@H:25]([C:26]([N:28]([CH2:39][C:40]2[CH:41]=[CH:42][C:43]([C:44]([OH:46])=[O:45])=[CH:48][CH:49]=2)[C@@H:29]([C:31]2[CH:36]=[CH:35][CH:34]=[C:33]([F:37])[C:32]=2[F:38])[CH3:30])=[O:27])[CH2:24][C:23]2[C:18](=[CH:19][CH:20]=[CH:21][CH:22]=2)[CH2:17]1)=[O:15])=[O:11])=[O:7])([CH3:4])([CH3:3])[CH3:2]. (4) Given the reactants [Br:1][C:2]1[CH:3]=[C:4]2[C:9](=[CH:10][CH:11]=1)[N:8](CC1C=CC(OC)=CC=1)[C:7](=[O:21])[NH:6][C:5]2([CH2:26][NH:27][C:28](=[O:36])[C:29]1[CH:34]=[CH:33][C:32]([F:35])=[CH:31][CH:30]=1)[C:22]([F:25])([F:24])[F:23].[N+]([O-])([O-])=O.[NH4+].[Ce].S(S([O-])=O)([O-])(=O)=O.[Na+].[Na+], predict the reaction product. The product is: [Br:1][C:2]1[CH:3]=[C:4]2[C:9](=[CH:10][CH:11]=1)[NH:8][C:7](=[O:21])[NH:6][C:5]2([CH2:26][NH:27][C:28](=[O:36])[C:29]1[CH:30]=[CH:31][C:32]([F:35])=[CH:33][CH:34]=1)[C:22]([F:25])([F:23])[F:24]. (5) The product is: [Cl:18][C:15]1[CH:16]=[C:17]2[C:12](=[CH:13][CH:14]=1)[NH:11][C:10](=[O:19])[C:9]2([N:33]1[CH2:34][CH:35]([F:37])[CH2:36][C@H:32]1[C:31]([NH:30][CH2:28][CH3:29])=[O:38])[C:20]1[CH:25]=[CH:24][CH:23]=[CH:22][C:21]=1[O:26][CH3:27]. Given the reactants C(N(CC)CC)C.Cl[C:9]1([C:20]2[CH:25]=[CH:24][CH:23]=[CH:22][C:21]=2[O:26][CH3:27])[C:17]2[C:12](=[CH:13][CH:14]=[C:15]([Cl:18])[CH:16]=2)[NH:11][C:10]1=[O:19].[CH2:28]([NH:30][C:31](=[O:38])[C@@H:32]1[CH2:36][CH:35]([F:37])[CH2:34][NH:33]1)[CH3:29].C(=O)([O-])[O-].[K+].[K+], predict the reaction product. (6) Given the reactants [OH:1][CH2:2][CH2:3][C:4]([P:7](=[O:14])([O:11][CH2:12][CH3:13])[O:8][CH2:9][CH3:10])([F:6])[F:5].C(N(CC)CC)C.[S:22](Cl)([C:25]1[CH:31]=[CH:30][C:28]([CH3:29])=[CH:27][CH:26]=1)(=[O:24])=[O:23], predict the reaction product. The product is: [S:22]([O:1][CH2:2][CH2:3][C:4]([P:7](=[O:14])([O:11][CH2:12][CH3:13])[O:8][CH2:9][CH3:10])([F:6])[F:5])([C:25]1[CH:31]=[CH:30][C:28]([CH3:29])=[CH:27][CH:26]=1)(=[O:24])=[O:23].